Task: Predict the reaction yield, written as a fraction of the theoretical maximum amount of product (1.0 means a 100% yield; for example, 0.34 means a 34% yield).. Dataset: Reaction yield outcomes from USPTO patents with 853,638 reactions (1) The reactants are C[O:2][C:3](=[O:15])[CH2:4][CH2:5][N:6]1[CH:14]=[C:12]([CH3:13])[C:10](=[O:11])[NH:9][C:7]1=[O:8].Cl. The catalyst is [OH-].[Na+]. The product is [N:6]1([CH2:5][CH2:4][C:3]([OH:15])=[O:2])[CH:14]=[C:12]([CH3:13])[C:10](=[O:11])[NH:9][C:7]1=[O:8]. The yield is 0.710. (2) The reactants are [C:1]1([CH3:11])[CH:6]=[CH:5][C:4]([S:7]([Cl:10])(=[O:9])=[O:8])=[CH:3][CH:2]=1.C([O:15][C:16](=[O:18])[CH3:17])(=O)C.S(=O)(=O)(O)O.[C:24]([OH:27])(=[O:26])[CH3:25]. The catalyst is [O-2].[O-2].[O-2].[Cr+6]. The product is [C:24]([O:27][CH:11]([O:15][C:16](=[O:18])[CH3:17])[C:1]1[CH:2]=[CH:3][C:4]([S:7]([Cl:10])(=[O:9])=[O:8])=[CH:5][CH:6]=1)(=[O:26])[CH3:25]. The yield is 0.380. (3) The reactants are C([O:3][C:4](=[O:38])[CH2:5][NH:6][C:7]1[CH:12]=[C:11]([CH:13]2[CH2:18][CH2:17][CH2:16][N:15]([C:19]([C:21]3[S:25][C:24]([C:26]4[CH:31]=[CH:30][C:29]([C:32]([F:35])([F:34])[F:33])=[CH:28][CH:27]=4)=[N:23][C:22]=3[CH3:36])=[O:20])[CH2:14]2)[CH:10]=[CH:9][C:8]=1[CH3:37])C.C(=O)([O-])[O-].[K+].[K+].CO. The catalyst is O. The product is [CH3:37][C:8]1[CH:9]=[CH:10][C:11]([CH:13]2[CH2:18][CH2:17][CH2:16][N:15]([C:19]([C:21]3[S:25][C:24]([C:26]4[CH:31]=[CH:30][C:29]([C:32]([F:35])([F:33])[F:34])=[CH:28][CH:27]=4)=[N:23][C:22]=3[CH3:36])=[O:20])[CH2:14]2)=[CH:12][C:7]=1[NH:6][CH2:5][C:4]([OH:38])=[O:3]. The yield is 0.990.